From a dataset of Forward reaction prediction with 1.9M reactions from USPTO patents (1976-2016). Predict the product of the given reaction. (1) Given the reactants CS([C:5]1[N:6]([C:15]2[CH:20]=[CH:19][C:18]([O:21][CH2:22][C:23]([F:26])([F:25])[F:24])=[CH:17][CH:16]=2)[C:7](=[O:14])[C:8]2[CH:13]=[CH:12][NH:11][C:9]=2[N:10]=1)(=O)=O.O.[NH2:28]N.C(O)C, predict the reaction product. The product is: [NH2:28][C:5]1[N:6]([C:15]2[CH:20]=[CH:19][C:18]([O:21][CH2:22][C:23]([F:26])([F:25])[F:24])=[CH:17][CH:16]=2)[C:7](=[O:14])[C:8]2[CH:13]=[CH:12][NH:11][C:9]=2[N:10]=1. (2) The product is: [F:17][C:18]1[CH:23]=[CH:22][CH:21]=[C:20]([N+:24]([O-:26])=[O:25])[C:19]=1[N:6]1[CH2:7][CH2:8][CH2:9][CH:5]1[C:3]([O:2][CH3:1])=[O:4]. Given the reactants [CH3:1][O:2][C:3]([CH:5]1[CH2:9][CH2:8][CH2:7][NH:6]1)=[O:4].C(N(CC)CC)C.[F:17][C:18]1[CH:23]=[CH:22][CH:21]=[C:20]([N+:24]([O-:26])=[O:25])[C:19]=1F, predict the reaction product. (3) Given the reactants [CH:1]([Mg]Br)=[CH2:2].[Br:5][C:6]1[CH:11]=[CH:10][C:9]([F:12])=[C:8]([N+:13]([O-])=O)[CH:7]=1.[Cl-].[NH4+], predict the reaction product. The product is: [Br:5][C:6]1[CH:11]=[CH:10][C:9]([F:12])=[C:8]2[C:7]=1[CH:1]=[CH:2][NH:13]2. (4) Given the reactants [NH:1]1[CH2:6][CH2:5][CH2:4][C@@H:3]([NH:7][C:8](=[O:14])[O:9][C:10]([CH3:13])([CH3:12])[CH3:11])[CH2:2]1.C(N(CC)CC)C.[C:22](Cl)(=[O:31])[O:23][CH2:24][C:25]1[CH:30]=[CH:29][CH:28]=[CH:27][CH:26]=1, predict the reaction product. The product is: [C:10]([O:9][C:8]([NH:7][C@@H:3]1[CH2:4][CH2:5][CH2:6][N:1]([C:22]([O:23][CH2:24][C:25]2[CH:30]=[CH:29][CH:28]=[CH:27][CH:26]=2)=[O:31])[CH2:2]1)=[O:14])([CH3:11])([CH3:13])[CH3:12]. (5) The product is: [C:27]([C:29]1[CH:30]=[C:31]([C:12]2[CH:13]=[C:14]([C:16]([F:19])([F:18])[F:17])[CH:15]=[CH:10][C:11]=2[CH2:20][CH2:21][C:22]([OH:24])=[O:23])[CH:32]=[C:33]([F:35])[CH:34]=1)#[N:28]. Given the reactants C(SC1C=CC([C:10]2[CH:15]=[C:14]([C:16]([F:19])([F:18])[F:17])[CH:13]=[CH:12][C:11]=2[CH2:20][CH2:21][C:22]([O:24]C)=[O:23])=C(C)C=1)C.[C:27]([C:29]1[CH:30]=[C:31](B(O)O)[CH:32]=[C:33]([F:35])[CH:34]=1)#[N:28], predict the reaction product. (6) Given the reactants F[C:2]1[CH:7]=[CH:6][CH:5]=[C:4]([F:8])[C:3]=1[N+:9]([O-:11])=[O:10].[Cl:12][C:13]1[CH:20]=[CH:19][CH:18]=[CH:17][C:14]=1[CH2:15][NH2:16].CCN(C(C)C)C(C)C.O, predict the reaction product. The product is: [Cl:12][C:13]1[CH:20]=[CH:19][CH:18]=[CH:17][C:14]=1[CH2:15][NH:16][C:2]1[CH:7]=[CH:6][CH:5]=[C:4]([F:8])[C:3]=1[N+:9]([O-:11])=[O:10]. (7) Given the reactants [C:1]([N:4]1[CH2:9][CH2:8][C:7]([CH2:14][N:15]2[CH2:20][CH2:19][NH:18][CH2:17][C:16]2=[O:21])([C:10]([O:12][CH3:13])=[O:11])[CH2:6][CH2:5]1)(=[O:3])[CH3:2].C(N(C(C)C)CC)(C)C.[Cl:31][C:32]1[CH:46]=[CH:45][C:35]2[C:36](=[O:44])[C:37]([S:40](Cl)(=[O:42])=[O:41])=[CH:38][O:39][C:34]=2[CH:33]=1, predict the reaction product. The product is: [C:1]([N:4]1[CH2:5][CH2:6][C:7]([CH2:14][N:15]2[CH2:20][CH2:19][N:18]([S:40]([C:37]3[C:36](=[O:44])[C:35]4[CH:45]=[CH:46][C:32]([Cl:31])=[CH:33][C:34]=4[O:39][CH:38]=3)(=[O:42])=[O:41])[CH2:17][C:16]2=[O:21])([C:10]([O:12][CH3:13])=[O:11])[CH2:8][CH2:9]1)(=[O:3])[CH3:2]. (8) Given the reactants Cl[C:2]1[N:6]([CH2:7][C:8]([O:10][CH3:11])=[O:9])[C:5]2[CH:12]=[CH:13][CH:14]=[CH:15][C:4]=2[N:3]=1.NC(N)=[S:18], predict the reaction product. The product is: [SH:18][C:2]1[N:6]([CH2:7][C:8]([O:10][CH3:11])=[O:9])[C:5]2[CH:12]=[CH:13][CH:14]=[CH:15][C:4]=2[N:3]=1.